From a dataset of Catalyst prediction with 721,799 reactions and 888 catalyst types from USPTO. Predict which catalyst facilitates the given reaction. (1) Reactant: [C:1]([OH:20])(=[O:19])[CH2:2][CH2:3][CH2:4][CH2:5][CH2:6][CH2:7][CH2:8]/[CH:9]=[CH:10]\[CH2:11][CH2:12][CH2:13][CH2:14][CH2:15][CH2:16][CH2:17][CH3:18].O[N:22]1[C:26](=[O:27])[CH2:25][CH2:24][C:23]1=[O:28]. Product: [C:23]1(=[O:28])[NH:22][C:26](=[O:27])[CH2:25][CH2:24]1.[C:1]([OH:20])(=[O:19])[CH2:2][CH2:3][CH2:4][CH2:5][CH2:6][CH2:7][CH2:8]/[CH:9]=[CH:10]\[CH2:11][CH2:12][CH2:13][CH2:14][CH2:15][CH2:16][CH2:17][CH3:18]. The catalyst class is: 1. (2) Reactant: [CH:1]([CH:4]1[CH:9]2[C:10]3[C:15]([C:16](=[O:17])[N:8]2[CH2:7][CH2:6][NH:5]1)=[C:14]([C:18]([F:21])([F:20])[F:19])[CH:13]=[CH:12][CH:11]=3)([CH3:3])[CH3:2].[C:22](O[C:22]([O:24][C:25]([CH3:28])([CH3:27])[CH3:26])=[O:23])([O:24][C:25]([CH3:28])([CH3:27])[CH3:26])=[O:23]. Product: [C:25]([O:24][C:22]([N:5]1[CH2:6][CH2:7][N:8]2[C:16](=[O:17])[C:15]3[C:10]([CH:9]2[CH:4]1[CH:1]([CH3:3])[CH3:2])=[CH:11][CH:12]=[CH:13][C:14]=3[C:18]([F:20])([F:21])[F:19])=[O:23])([CH3:28])([CH3:27])[CH3:26]. The catalyst class is: 277. (3) Reactant: [Br:1][C:2]1[CH:3]=[C:4]([N+:11]([O-])=O)[C:5]([O:8][CH2:9][CH3:10])=[N:6][CH:7]=1.[Sn](Cl)Cl.[OH-].[Na+].S([O-])([O-])(=O)=O.[Na+].[Na+]. Product: [Br:1][C:2]1[CH:3]=[C:4]([NH2:11])[C:5]([O:8][CH2:9][CH3:10])=[N:6][CH:7]=1. The catalyst class is: 13. (4) Reactant: Cl[C:2]1[N:11]=[C:10]2[C:5]([C:6](=[O:21])[C:7]([C:16]([O:18][CH2:19][CH3:20])=[O:17])=[CH:8][N:9]2[CH2:12][CH2:13][C:14]#[N:15])=[CH:4][CH:3]=1.Cl.[NH:23]1[CH2:26][CH2:25][CH2:24]1.C(N(CC)CC)C. Product: [N:23]1([C:2]2[N:11]=[C:10]3[C:5]([C:6](=[O:21])[C:7]([C:16]([O:18][CH2:19][CH3:20])=[O:17])=[CH:8][N:9]3[CH2:12][CH2:13][C:14]#[N:15])=[CH:4][CH:3]=2)[CH2:26][CH2:25][CH2:24]1. The catalyst class is: 47. (5) Reactant: [C:1]([Si:5]([CH3:38])([CH3:37])[O:6][C:7]1[CH:12]=[CH:11][C:10]([C:13]([C:18]2[CH:23]=[CH:22][C:21]([C:24]#[C:25][C:26]([C:28]3([CH3:34])[CH2:33][CH2:32][CH2:31][CH2:30][CH2:29]3)=[O:27])=[C:20]([CH3:35])[CH:19]=2)([CH2:16][CH3:17])[CH2:14][CH3:15])=[CH:9][C:8]=1[CH3:36])([CH3:4])([CH3:3])[CH3:2].[BH4-].[Na+].C(OCC)(=O)C. Product: [C:1]([Si:5]([CH3:37])([CH3:38])[O:6][C:7]1[CH:12]=[CH:11][C:10]([C:13]([C:18]2[CH:23]=[CH:22][C:21]([C:24]#[C:25][CH:26]([C:28]3([CH3:34])[CH2:29][CH2:30][CH2:31][CH2:32][CH2:33]3)[OH:27])=[C:20]([CH3:35])[CH:19]=2)([CH2:14][CH3:15])[CH2:16][CH3:17])=[CH:9][C:8]=1[CH3:36])([CH3:2])([CH3:4])[CH3:3]. The catalyst class is: 36. (6) Reactant: [C:1]([C:3]1([C:7]2[CH:8]=[C:9]([CH:13]=[CH:14][CH:15]=2)[C:10]([OH:12])=O)[CH2:6][CH2:5][CH2:4]1)#[N:2].C(Cl)(=O)C(Cl)=O.O1CCCC1.[NH2:27][C:28]1[C:29]([F:51])=[CH:30][C:31]([Cl:50])=[C:32]([CH:49]=1)[O:33][C:34]1[CH:35]=[CH:36][C:37]2[N:38]([CH:40]=[C:41]([NH:43][C:44]([CH:46]3[CH2:48][CH2:47]3)=[O:45])[N:42]=2)[N:39]=1. Product: [Cl:50][C:31]1[C:32]([O:33][C:34]2[CH:35]=[CH:36][C:37]3[N:38]([CH:40]=[C:41]([NH:43][C:44]([CH:46]4[CH2:47][CH2:48]4)=[O:45])[N:42]=3)[N:39]=2)=[CH:49][C:28]([NH:27][C:10](=[O:12])[C:9]2[CH:13]=[CH:14][CH:15]=[C:7]([C:3]3([C:1]#[N:2])[CH2:4][CH2:5][CH2:6]3)[CH:8]=2)=[C:29]([F:51])[CH:30]=1. The catalyst class is: 637.